This data is from Plasma protein binding rate (PPBR) regression data from AstraZeneca. The task is: Regression/Classification. Given a drug SMILES string, predict its absorption, distribution, metabolism, or excretion properties. Task type varies by dataset: regression for continuous measurements (e.g., permeability, clearance, half-life) or binary classification for categorical outcomes (e.g., BBB penetration, CYP inhibition). For this dataset (ppbr_az), we predict Y. (1) The Y is 96.7 %. The molecule is O=c1[nH]c2ccccc2n1CCCN1CCC(n2c(=O)[nH]c3cc(Cl)ccc32)CC1. (2) The molecule is NC(=O)c1ccc(Oc2cccc3cccnc23)c([N+](=O)[O-])c1. The Y is 96.2 %.